This data is from Full USPTO retrosynthesis dataset with 1.9M reactions from patents (1976-2016). The task is: Predict the reactants needed to synthesize the given product. Given the product [CH3:3][N:5]1[C:13]2[C:8](=[CH:9][C:10]([O:14][C:15]3[CH:20]=[CH:19][N:18]=[C:17]([NH:21][C:29]([N:46]4[CH2:45][CH2:44][N:43]([C:41](=[O:42])[C:40]([OH:39])([CH3:50])[CH3:49])[CH2:48][CH2:47]4)=[O:30])[CH:16]=3)=[CH:11][CH:12]=2)[CH:7]=[C:6]1[C:27]([NH2:24])=[O:51], predict the reactants needed to synthesize it. The reactants are: CN[C:3]([N:5]1[C:13]2[C:8](=[CH:9][C:10]([O:14][C:15]3[CH:20]=[CH:19][N:18]=[C:17]([NH2:21])[CH:16]=3)=[CH:11][CH:12]=2)[CH:7]=[CH:6]1)=O.C([N:24]([CH2:27]C)CC)C.[C:29](Cl)(=O)[O:30]C1C=CC=CC=1.[OH:39][C:40]([CH3:50])([CH3:49])[C:41]([N:43]1[CH2:48][CH2:47][NH:46][CH2:45][CH2:44]1)=[O:42].[O:51]1CCCC1.